Dataset: NCI-60 drug combinations with 297,098 pairs across 59 cell lines. Task: Regression. Given two drug SMILES strings and cell line genomic features, predict the synergy score measuring deviation from expected non-interaction effect. (1) Drug 1: C1=CN(C=N1)CC(O)(P(=O)(O)O)P(=O)(O)O. Drug 2: CN1C2=C(C=C(C=C2)N(CCCl)CCCl)N=C1CCCC(=O)O.Cl. Cell line: LOX IMVI. Synergy scores: CSS=4.37, Synergy_ZIP=-2.09, Synergy_Bliss=-0.330, Synergy_Loewe=-0.427, Synergy_HSA=-0.860. (2) Drug 1: CC1=C(C(CCC1)(C)C)C=CC(=CC=CC(=CC(=O)O)C)C. Drug 2: C(CC(=O)O)C(=O)CN.Cl. Cell line: SK-MEL-28. Synergy scores: CSS=1.87, Synergy_ZIP=-2.29, Synergy_Bliss=-2.79, Synergy_Loewe=-2.89, Synergy_HSA=-2.68. (3) Drug 1: C1=CC=C(C(=C1)C(C2=CC=C(C=C2)Cl)C(Cl)Cl)Cl. Drug 2: COC1=C2C(=CC3=C1OC=C3)C=CC(=O)O2. Cell line: A549. Synergy scores: CSS=1.34, Synergy_ZIP=-0.636, Synergy_Bliss=-0.150, Synergy_Loewe=-0.782, Synergy_HSA=-0.762. (4) Drug 1: CN1C2=C(C=C(C=C2)N(CCCl)CCCl)N=C1CCCC(=O)O.Cl. Drug 2: C#CCC(CC1=CN=C2C(=N1)C(=NC(=N2)N)N)C3=CC=C(C=C3)C(=O)NC(CCC(=O)O)C(=O)O. Cell line: T-47D. Synergy scores: CSS=0.374, Synergy_ZIP=0.836, Synergy_Bliss=1.56, Synergy_Loewe=-1.61, Synergy_HSA=-1.60. (5) Drug 1: CC1OCC2C(O1)C(C(C(O2)OC3C4COC(=O)C4C(C5=CC6=C(C=C35)OCO6)C7=CC(=C(C(=C7)OC)O)OC)O)O. Drug 2: C1CCC(CC1)NC(=O)N(CCCl)N=O. Cell line: UACC62. Synergy scores: CSS=46.4, Synergy_ZIP=-7.82, Synergy_Bliss=-0.738, Synergy_Loewe=0.930, Synergy_HSA=3.91.